This data is from Reaction yield outcomes from USPTO patents with 853,638 reactions. The task is: Predict the reaction yield, written as a fraction of the theoretical maximum amount of product (1.0 means a 100% yield; for example, 0.34 means a 34% yield). (1) The reactants are [NH:1]1[CH2:5][CH2:4][CH2:3][CH2:2]1.ClC[C:8]1[CH:38]=[CH:37][C:11]([C:12]([NH:14][C:15]2[S:16][C:17]3[C:23]([C:24]4[N:25]=[C:26]([N:29]5[CH2:34][CH2:33][O:32][CH2:31][CH2:30]5)[S:27][CH:28]=4)=[CH:22][CH:21]=[C:20]([O:35][CH3:36])[C:18]=3[N:19]=2)=[O:13])=[CH:10][CH:9]=1.[CH2:39]1COCC1. No catalyst specified. The product is [CH3:36][O:35][C:20]1[C:18]2[N:19]=[C:15]([NH:14][C:12](=[O:13])[C:11]3[CH:37]=[CH:38][C:8]([N:1]4[CH2:5][CH2:4][CH2:3][CH2:2]4)=[CH:9][C:10]=3[CH3:39])[S:16][C:17]=2[C:23]([C:24]2[N:25]=[C:26]([N:29]3[CH2:30][CH2:31][O:32][CH2:33][CH2:34]3)[S:27][CH:28]=2)=[CH:22][CH:21]=1. The yield is 0.870. (2) The reactants are [C:1]([O:5][C:6]1[CH:11]=[CH:10][C:9]([CH2:12][C@H:13]([NH:32]C(=O)OCC2C3C=CC=CC=3C3C2=CC=CC=3)[C:14]([N:16]([CH2:24][CH:25]([O:29][CH2:30][CH3:31])[O:26][CH2:27][CH3:28])[CH2:17][C:18]2[CH:23]=[CH:22][CH:21]=[CH:20][N:19]=2)=[O:15])=[CH:8][CH:7]=1)([CH3:4])([CH3:3])[CH3:2].N1CCCCC1. No catalyst specified. The product is [NH2:32][C@@H:13]([CH2:12][C:9]1[CH:8]=[CH:7][C:6]([O:5][C:1]([CH3:3])([CH3:2])[CH3:4])=[CH:11][CH:10]=1)[C:14]([N:16]([CH2:24][CH:25]([O:26][CH2:27][CH3:28])[O:29][CH2:30][CH3:31])[CH2:17][C:18]1[CH:23]=[CH:22][CH:21]=[CH:20][N:19]=1)=[O:15]. The yield is 0.970. (3) The reactants are CC([O-])(C)C.[Na+].C1(C)C=CC=CC=1.[CH3:14][NH:15][C:16]1[CH:21]=[CH:20][CH:19]=[CH:18][CH:17]=1.Cl[C:23]1[CH:28]=[C:27]([CH3:29])[CH:26]=[CH:25][C:24]=1[CH3:30]. The catalyst is CCOCC.C1C=CC(/C=C/C(/C=C/C2C=CC=CC=2)=O)=CC=1.C1C=CC(/C=C/C(/C=C/C2C=CC=CC=2)=O)=CC=1.C1C=CC(/C=C/C(/C=C/C2C=CC=CC=2)=O)=CC=1.[Pd].[Pd]. The product is [CH3:30][C:24]1[CH:25]=[CH:26][C:27]([CH3:29])=[CH:28][C:23]=1[N:15]([CH3:14])[C:16]1[CH:21]=[CH:20][CH:19]=[CH:18][CH:17]=1. The yield is 0.950. (4) The reactants are [CH2:1]([O:3][C:4](=[O:36])[CH2:5][CH2:6][CH2:7][CH2:8][CH2:9][O:10][CH2:11][CH2:12][O:13][CH2:14][CH2:15][O:16][CH2:17][CH2:18][O:19][CH2:20][CH2:21][O:22][CH2:23][CH2:24][O:25][CH2:26][CH2:27][O:28]CC1C=CC=CC=1)[CH3:2]. The catalyst is C(O)C.[Pd]. The product is [CH2:1]([O:3][C:4](=[O:36])[CH2:5][CH2:6][CH2:7][CH2:8][CH2:9][O:10][CH2:11][CH2:12][O:13][CH2:14][CH2:15][O:16][CH2:17][CH2:18][O:19][CH2:20][CH2:21][O:22][CH2:23][CH2:24][O:25][CH2:26][CH2:27][OH:28])[CH3:2]. The yield is 0.790. (5) The reactants are [N:1]1[CH:6]=[CH:5][CH:4]=[CH:3][C:2]=1[C:7]([NH2:9])=O.COC1C=CC(P2(SP(C3C=CC(OC)=CC=3)(=S)S2)=[S:19])=CC=1.Br[CH2:33][C:34](=O)[C:35]([O:37][CH2:38][CH3:39])=[O:36]. The catalyst is C1(C)C=CC=CC=1. The product is [N:1]1[CH:6]=[CH:5][CH:4]=[CH:3][C:2]=1[C:7]1[S:19][CH:33]=[C:34]([C:35]([O:37][CH2:38][CH3:39])=[O:36])[N:9]=1. The yield is 0.330. (6) The reactants are [Br:1][C:2]1[CH:3]=[C:4]([N+:12]([O-:14])=[O:13])[C:5]([CH3:11])=[C:6]([CH:10]=1)[C:7]([OH:9])=[O:8].[C:15]([O-])([O-])=O.[Na+].[Na+].IC. The catalyst is CN(C=O)C.O. The product is [Br:1][C:2]1[CH:3]=[C:4]([N+:12]([O-:14])=[O:13])[C:5]([CH3:11])=[C:6]([CH:10]=1)[C:7]([O:9][CH3:15])=[O:8]. The yield is 0.610. (7) The reactants are [CH3:1][O:2][C:3]1[CH:11]=[CH:10][C:9]([C:12]2[CH:17]=[C:16]([NH:18][CH2:19][CH2:20][C:21]3[CH:26]=[CH:25][C:24]([O:27][CH3:28])=[CH:23][CH:22]=3)[N:15]=[C:14]([O:29][CH3:30])[N:13]=2)=[CH:8][C:4]=1[CH:5]=[N:6]O.C1(P(C2C=CC=CC=2)C2C=CC=CC=2)C=CC=CC=1.ClN1C(=O)CCC1=O. The catalyst is C(Cl)Cl. The product is [CH3:1][O:2][C:3]1[CH:11]=[CH:10][C:9]([C:12]2[CH:17]=[C:16]([NH:18][CH2:19][CH2:20][C:21]3[CH:22]=[CH:23][C:24]([O:27][CH3:28])=[CH:25][CH:26]=3)[N:15]=[C:14]([O:29][CH3:30])[N:13]=2)=[CH:8][C:4]=1[C:5]#[N:6]. The yield is 0.850. (8) The reactants are [CH2:1]([C:5]1[N:6]=[C:7]([CH2:27][CH3:28])[NH:8][C:9](=[O:26])[C:10]=1[CH2:11][C:12]1[CH:17]=[CH:16][C:15]([C:18]2[C:19]([C:24]#[N:25])=[CH:20][CH:21]=[CH:22][CH:23]=2)=[CH:14][CH:13]=1)[CH2:2][CH2:3][CH3:4].[CH2:29](Br)[C:30]1[CH:35]=[CH:34][CH:33]=[CH:32][CH:31]=1.C(=O)([O-])[O-].[Cs+].[Cs+]. The catalyst is CN(C)C(=O)C.C(OCC)(=O)C. The product is [CH2:29]([N:8]1[C:9](=[O:26])[C:10]([CH2:11][C:12]2[CH:17]=[CH:16][C:15]([C:18]3[C:19]([C:24]#[N:25])=[CH:20][CH:21]=[CH:22][CH:23]=3)=[CH:14][CH:13]=2)=[C:5]([CH2:1][CH2:2][CH2:3][CH3:4])[N:6]=[C:7]1[CH2:27][CH3:28])[C:30]1[CH:35]=[CH:34][CH:33]=[CH:32][CH:31]=1. The yield is 0.590. (9) The reactants are [CH3:1][O:2][CH2:3][C@H:4]([CH3:46])[O:5][C:6]1[CH:7]=[C:8]([CH:20]=[C:21]([C:23]2[NH:24][C:25]([C:28]3[O:29][C@@H:30]([CH3:45])[C@@H:31]([CH2:33][O:34][Si](C(C)C)(C(C)C)C(C)C)[N:32]=3)=[CH:26][CH:27]=2)[CH:22]=1)[O:9][C:10]1[CH:11]=[CH:12][C:13]([S:16]([CH3:19])(=[O:18])=[O:17])=[N:14][CH:15]=1.[F-].C([N+](CCCC)(CCCC)CCCC)CCC.O. The catalyst is O1CCCC1. The product is [CH3:1][O:2][CH2:3][C@H:4]([CH3:46])[O:5][C:6]1[CH:22]=[C:21]([C:23]2[NH:24][C:25]([C:28]3[O:29][C@@H:30]([CH3:45])[C@@H:31]([CH2:33][OH:34])[N:32]=3)=[CH:26][CH:27]=2)[CH:20]=[C:8]([O:9][C:10]2[CH:15]=[N:14][C:13]([S:16]([CH3:19])(=[O:17])=[O:18])=[CH:12][CH:11]=2)[CH:7]=1. The yield is 0.840. (10) The product is [CH3:39][N:36]1[CH2:37][CH2:38][N:33]([C:28]2[CH:29]=[CH:30][CH:31]=[CH:32][C:27]=2[CH2:26][CH:23]2[CH2:24][CH2:25][N:21]([C:18]3[CH:19]=[CH:20][C:15]([C:14]([N:5]4[CH2:10][CH2:9][O:8][CH2:7][CH2:6]4)=[O:13])=[CH:16][CH:17]=3)[C:22]2=[O:40])[CH2:34][CH2:35]1. The catalyst is ClCCCl. The reactants are C[Al](C)C.[NH:5]1[CH2:10][CH2:9][O:8][CH2:7][CH2:6]1.C([O:13][C:14](=O)[C:15]1[CH:20]=[CH:19][C:18]([N:21]2[CH2:25][CH2:24][CH:23]([CH2:26][C:27]3[CH:32]=[CH:31][CH:30]=[CH:29][C:28]=3[N:33]3[CH2:38][CH2:37][N:36]([CH3:39])[CH2:35][CH2:34]3)[C:22]2=[O:40])=[CH:17][CH:16]=1)C.CO. The yield is 0.960.